Dataset: Reaction yield outcomes from USPTO patents with 853,638 reactions. Task: Predict the reaction yield, written as a fraction of the theoretical maximum amount of product (1.0 means a 100% yield; for example, 0.34 means a 34% yield). (1) The reactants are [CH3:1][C:2]1([CH3:24])[CH2:6][N:5]([C:7]([NH:21][CH2:22][CH3:23])=[N:8][S:9]([C:12]2[CH:17]=[CH:16][CH:15]=[C:14]([N+:18]([O-])=O)[CH:13]=2)(=[O:11])=[O:10])[N:4]=[CH:3]1.C(O)(=O)C. The catalyst is CCO.O.[Fe]. The product is [NH2:18][C:14]1[CH:13]=[C:12]([S:9]([N:8]=[C:7]([N:5]2[CH2:6][C:2]([CH3:1])([CH3:24])[CH:3]=[N:4]2)[NH:21][CH2:22][CH3:23])(=[O:11])=[O:10])[CH:17]=[CH:16][CH:15]=1. The yield is 1.00. (2) The reactants are B(Br)(Br)Br.C[C:6]1[C:7]([O:20][C:21]2[CH:26]=[CH:25][C:24]([O:27]C)=[C:23]([CH:29]([CH3:31])[CH3:30])[CH:22]=2)=[C:8]2[C:12](=[CH:13][C:14]=1[CH3:15])[NH:11][C:10]([P:16]([OH:19])(=[O:18])[OH:17])=[CH:9]2.Cl[CH2:33]Cl. No catalyst specified. The product is [CH3:33][C:7]1([O:20][C:21]2[CH:26]=[CH:25][C:24]([OH:27])=[C:23]([CH:29]([CH3:30])[CH3:31])[CH:22]=2)[CH:6]=[C:14]([CH3:15])[CH:13]=[C:12]2[C:8]1=[CH:9][C:10]([P:16]([OH:19])(=[O:18])[OH:17])=[N:11]2. The yield is 0.800. (3) The reactants are [CH:1]([C:3]1[N:7]([CH3:8])[CH:6]=[C:5]([C:9]([O:11]C)=[O:10])[CH:4]=1)=[O:2].[CH3:13]O.[OH-].[Na+]. The catalyst is O. The product is [CH3:13][C:6]1[N:7]([CH3:8])[C:3]([CH:1]=[O:2])=[CH:4][C:5]=1[C:9]([OH:11])=[O:10]. The yield is 0.850. (4) The reactants are [CH:1]1([C@@:7]([OH:17])([C:11]2[CH:16]=[CH:15][CH:14]=[CH:13][CH:12]=2)[CH:8]=[N:9][OH:10])[CH2:6][CH2:5][CH2:4][CH2:3][CH2:2]1.N1C(C)=CC=CC=1C.FC(F)(F)S(O[Si:32]([CH3:35])([CH3:34])[CH3:33])(=O)=O. The catalyst is C(Cl)Cl.CO. The product is [CH:11]1([C@:7]([C:1]2[CH:6]=[CH:5][CH:4]=[CH:3][CH:2]=2)([O:17][Si:32]([CH3:35])([CH3:34])[CH3:33])[CH:8]=[N:9][OH:10])[CH2:12][CH2:13][CH2:14][CH2:15][CH2:16]1. The yield is 0.960. (5) The reactants are [CH3:1][N:2]1[C:6]2=[N:7][CH:8]=[C:9]([C:11]([OH:13])=O)[CH:10]=[C:5]2[CH:4]=[CH:3]1.F[C:15]1[C:20]([NH2:21])=[CH:19][CH:18]=[C:17]([F:22])[N:16]=1.CN(C=O)C.C([O-])([O-])=O.[K+].[K+]. The catalyst is C(Cl)Cl.N1C=CC=CC=1. The product is [F:22][C:17]1[N:16]=[C:15]2[O:13][C:11]([C:9]3[CH:10]=[C:5]4[CH:4]=[CH:3][N:2]([CH3:1])[C:6]4=[N:7][CH:8]=3)=[N:21][C:20]2=[CH:19][CH:18]=1. The yield is 0.130. (6) The reactants are [CH3:1][O:2][CH2:3][CH2:4][N:5]1[CH2:9][C@@H:8]([C:10]2[O:14][CH:13]=[N:12][CH:11]=2)[C@H:7](C(OCC)=O)[CH2:6]1.CC[N:22]([CH:26](C)C)C(C)C.C1(P(N=[N+]=[N-])(C2C=CC=CC=2)=[O:36])C=CC=CC=1.[CH2:46]([OH:53])[C:47]1[CH:52]=[CH:51][CH:50]=[CH:49][CH:48]=1. The catalyst is CN(C=O)C.O.C1(C)C=CC=CC=1. The product is [CH3:1][O:2][CH2:3][CH2:4][N:5]1[CH2:9][C@@H:8]([C:10]2[O:14][CH:13]=[N:12][CH:11]=2)[C@H:7]([NH:22][C:26](=[O:36])[O:53][CH2:46][C:47]2[CH:52]=[CH:51][CH:50]=[CH:49][CH:48]=2)[CH2:6]1. The yield is 0.180.